Task: Predict the product of the given reaction.. Dataset: Forward reaction prediction with 1.9M reactions from USPTO patents (1976-2016) (1) Given the reactants Cl[C:2]1[N:7]=[C:6]([NH2:8])[C:5]([CH3:9])=[CH:4][N:3]=1.C([O-])([O-])=O.[Na+].[Na+].[F:16][C:17]1[CH:22]=[CH:21][C:20]([F:23])=[CH:19][C:18]=1B(O)O, predict the reaction product. The product is: [F:16][C:17]1[CH:22]=[CH:21][C:20]([F:23])=[CH:19][C:18]=1[C:2]1[N:7]=[C:6]([NH2:8])[C:5]([CH3:9])=[CH:4][N:3]=1. (2) Given the reactants [F:1][C:2](OC(=O)C)([F:4])[F:3].[O:9]=[C:10]1[CH2:14][C:13]2([CH2:19][CH2:18][NH:17][CH2:16][CH2:15]2)[CH2:12][N:11]1[C:20]1[CH:29]=[CH:28][C:23]([C:24]([O:26][CH3:27])=[O:25])=[CH:22][CH:21]=1.[CH:30]1([O:33][C:34]2[CH:35]=[C:36]([CH:39]=[C:40]([O:50][CH:51]3[CH2:53][CH2:52]3)[C:41]=2[C:42]2[C:47]([F:48])=[CH:46][C:45]([F:49])=[CH:44][N:43]=2)[CH:37]=O)[CH2:32][CH2:31]1.[C:54]([O:57][BH-]([O:57][C:54](=[O:56])[CH3:55])[O:57][C:54](=[O:56])[CH3:55])(=[O:56])[CH3:55].[Na+].CC(O)=O, predict the reaction product. The product is: [F:1][C:2]([CH2:55][C:54]([OH:57])=[O:56])([F:4])[F:3].[CH:30]1([O:33][C:34]2[CH:35]=[C:36]([CH:39]=[C:40]([O:50][CH:51]3[CH2:52][CH2:53]3)[C:41]=2[C:42]2[C:47]([F:48])=[CH:46][C:45]([F:49])=[CH:44][N:43]=2)[CH2:37][N:17]2[CH2:16][CH2:15][C:13]3([CH2:12][N:11]([C:20]4[CH:29]=[CH:28][C:23]([C:24]([O:26][CH3:27])=[O:25])=[CH:22][CH:21]=4)[C:10](=[O:9])[CH2:14]3)[CH2:19][CH2:18]2)[CH2:32][CH2:31]1. (3) Given the reactants [C:1]([OH:9])(=O)[C@H:2]([CH2:4][CH:5]([CH3:7])[CH3:6])[OH:3].Cl.[NH2:11][CH2:12][C:13]#[N:14].C(N(CC)CC)C.C([O-])(O)=O.[Na+], predict the reaction product. The product is: [C:12]([CH2:13][NH:14][C:1](=[O:9])[C@@H:2]([OH:3])[CH2:4][CH:5]([CH3:6])[CH3:7])#[N:11]. (4) The product is: [OH:12][C:9]1[CH:10]=[C:11]2[C:6](=[C:7]([OH:13])[CH:8]=1)[C:5](=[O:14])[N:4]([C:15]1[CH:20]=[CH:19][C:18]([OH:21])=[CH:17][CH:16]=1)[CH:3]=[C:2]2[C:28]1[CH:33]=[CH:32][CH:31]=[CH:30][CH:29]=1. Given the reactants Br[C:2]1[C:11]2[C:6](=[C:7]([OH:13])[CH:8]=[C:9]([OH:12])[CH:10]=2)[C:5](=[O:14])[N:4]([C:15]2[CH:20]=[CH:19][C:18]([OH:21])=[CH:17][CH:16]=2)[CH:3]=1.C(=O)([O-])[O-].[K+].[K+].[C:28]1(B(O)O)[CH:33]=[CH:32][CH:31]=[CH:30][CH:29]=1, predict the reaction product.